From a dataset of Full USPTO retrosynthesis dataset with 1.9M reactions from patents (1976-2016). Predict the reactants needed to synthesize the given product. (1) Given the product [CH2:1]([O:3][C:4]1[C:9]([B:21]2[O:25][C:24]([CH3:27])([CH3:26])[C:23]([CH3:29])([CH3:28])[O:22]2)=[C:8]([C:7]([F:20])=[CH:6][CH:5]=1)[CH:18]=[O:19])[CH3:2], predict the reactants needed to synthesize it. The reactants are: [CH2:1]([O:3][C:4]1[C:9](OS(C(F)(F)F)(=O)=O)=[C:8]([CH:18]=[O:19])[C:7]([F:20])=[CH:6][CH:5]=1)[CH3:2].[B:21]1([B:21]2[O:25][C:24]([CH3:27])([CH3:26])[C:23]([CH3:29])([CH3:28])[O:22]2)[O:25][C:24]([CH3:27])([CH3:26])[C:23]([CH3:29])([CH3:28])[O:22]1.CC([O-])=O.[K+]. (2) Given the product [CH2:1]([C:3]1[CH:4]=[C:5]([CH2:11][CH2:12][C:13]([C:15]2[S:22][C:21]([CH3:23])=[C:20]3[C:16]=2[CH2:17][C@H:18]2[C:24]([CH3:26])([CH3:25])[C@H:19]23)=[O:14])[CH:6]=[C:7]([O:35][CH3:32])[C:8]=1[O:9][CH2:27][CH:29]1[CH2:30][O:31]1)[CH3:2], predict the reactants needed to synthesize it. The reactants are: [CH2:1]([C:3]1[CH:4]=[C:5]([CH2:11][CH2:12][C:13]([C:15]2[S:22][C:21]([CH3:23])=[C:20]3[C:16]=2[CH2:17][C@H:18]2[C:24]([CH3:26])([CH3:25])[C@H:19]23)=[O:14])[CH:6]=[C:7](C)[C:8]=1[OH:9])[CH3:2].[CH2:27]([CH:29]1[O:31][CH2:30]1)Cl.[CH:32]([OH:35])(C)C.